This data is from Full USPTO retrosynthesis dataset with 1.9M reactions from patents (1976-2016). The task is: Predict the reactants needed to synthesize the given product. (1) Given the product [Cl:1][C:2]1[C:3]([CH3:12])=[C:4]([S:8]([N:27]2[CH2:28][CH2:29][CH2:30][C:23]3([C:22](=[O:31])[N:21]([C@H:18]4[CH2:17][CH2:16][C@@H:15]([OH:14])[CH2:20][CH2:19]4)[CH2:25][CH2:24]3)[CH2:26]2)(=[O:10])=[O:9])[CH:5]=[CH:6][CH:7]=1, predict the reactants needed to synthesize it. The reactants are: [Cl:1][C:2]1[C:3]([CH3:12])=[C:4]([S:8](Cl)(=[O:10])=[O:9])[CH:5]=[CH:6][CH:7]=1.Cl.[OH:14][C@@H:15]1[CH2:20][CH2:19][C@H:18]([N:21]2[CH2:25][CH2:24][C:23]3([CH2:30][CH2:29][CH2:28][NH:27][CH2:26]3)[C:22]2=[O:31])[CH2:17][CH2:16]1.CCN(C(C)C)C(C)C. (2) Given the product [F:18][C@H:17]1[CH2:16][CH2:15][NH:14][CH2:13][C@H:12]1[N:3]1[C:2](=[O:1])[C:10]2[C:5](=[CH:6][CH:7]=[CH:8][CH:9]=2)[C:4]1=[O:11], predict the reactants needed to synthesize it. The reactants are: [O:1]=[C:2]1[C:10]2[C:5](=[CH:6][CH:7]=[CH:8][CH:9]=2)[C:4](=[O:11])[N:3]1[CH:12]1[CH:17]([F:18])[CH2:16][CH2:15][N:14](C(OCC2C=CC=CC=2)=O)[CH2:13]1.